Dataset: Catalyst prediction with 721,799 reactions and 888 catalyst types from USPTO. Task: Predict which catalyst facilitates the given reaction. (1) Reactant: [Cl:1][C:2]1[CH:7]=[CH:6][C:5]([C:8]2[O:16][C:15]3[CH:14]=[CH:13][NH:12][C:11](=[O:17])[C:10]=3[CH:9]=2)=[CH:4][CH:3]=1.Br[C:19]1[CH:31]=[CH:30][C:22]([O:23][CH2:24][C:25]2([C:28]#[N:29])[CH2:27][CH2:26]2)=[C:21]([CH3:32])[CH:20]=1.CNCCNC.C(=O)([O-])[O-].[K+].[K+]. Product: [Cl:1][C:2]1[CH:3]=[CH:4][C:5]([C:8]2[O:16][C:15]3[CH:14]=[CH:13][N:12]([C:19]4[CH:31]=[CH:30][C:22]([O:23][CH2:24][C:25]5([C:28]#[N:29])[CH2:26][CH2:27]5)=[C:21]([CH3:32])[CH:20]=4)[C:11](=[O:17])[C:10]=3[CH:9]=2)=[CH:6][CH:7]=1. The catalyst class is: 419. (2) Reactant: N(C(OCC)=O)=NC(OCC)=O.C1(P(C2C=CC=CC=2)C2C=CC=CC=2)C=CC=CC=1.[C:32]([C:36]1[O:40][N:39]=[C:38]([NH:41][C:42](=[O:58])[C:43]([S:48]([C:51]2[CH:56]=[CH:55][C:54]([Cl:57])=[CH:53][CH:52]=2)(=[O:50])=[O:49])([CH3:47])[CH2:44][CH2:45]O)[CH:37]=1)([CH3:35])([CH3:34])[CH3:33]. Product: [C:32]([C:36]1[O:40][N:39]=[C:38]([N:41]2[CH2:45][CH2:44][C:43]([S:48]([C:51]3[CH:56]=[CH:55][C:54]([Cl:57])=[CH:53][CH:52]=3)(=[O:50])=[O:49])([CH3:47])[C:42]2=[O:58])[CH:37]=1)([CH3:34])([CH3:33])[CH3:35]. The catalyst class is: 2. (3) Reactant: C(O)(C(F)(F)F)=O.[CH3:8][O:9][C:10]1[CH:15]=[CH:14][C:13]([N:16]2[CH2:32][CH2:31][C:19]3([CH2:23][N:22](C(OC(C)(C)C)=O)[CH2:21][CH2:20]3)[CH2:18][CH2:17]2)=[CH:12][CH:11]=1. Product: [CH3:8][O:9][C:10]1[CH:15]=[CH:14][C:13]([N:16]2[CH2:17][CH2:18][C:19]3([CH2:23][NH:22][CH2:21][CH2:20]3)[CH2:31][CH2:32]2)=[CH:12][CH:11]=1. The catalyst class is: 2.